From a dataset of Catalyst prediction with 721,799 reactions and 888 catalyst types from USPTO. Predict which catalyst facilitates the given reaction. (1) Reactant: [I:1][C:2]1[C:6]2[CH2:7][CH2:8][CH2:9][CH2:10][CH2:11][C:5]=2[NH:4][N:3]=1.[CH3:12]C([O-])(C)C.[K+].IC. Product: [I:1][C:2]1[C:6]2[CH2:7][CH2:8][CH2:9][CH2:10][CH2:11][C:5]=2[N:4]([CH3:12])[N:3]=1. The catalyst class is: 1. (2) Reactant: [CH3:1][C:2]([CH3:22])([CH3:21])[C:3](=[O:20])[CH2:4][NH:5][C:6]1[N:10]([C:11]2[CH:16]=[CH:15][CH:14]=[CH:13][CH:12]=2)[N:9]=[C:8]([C:17]([OH:19])=[O:18])[CH:7]=1.[CH3:23][Mg+].[Br-].O.Cl. Product: [OH:20][C:3]([CH3:23])([C:2]([CH3:22])([CH3:21])[CH3:1])[CH2:4][NH:5][C:6]1[N:10]([C:11]2[CH:12]=[CH:13][CH:14]=[CH:15][CH:16]=2)[N:9]=[C:8]([C:17]([OH:19])=[O:18])[CH:7]=1. The catalyst class is: 49. (3) Reactant: [C:1]([O:5][C:6]([N:8](C(OC(C)(C)C)=O)[C:9]1[CH:18]=[CH:17][C:12]([C:13]([O:15]C)=[O:14])=[CH:11][C:10]=1[Br:19])=[O:7])([CH3:4])([CH3:3])[CH3:2].[OH-].[Na+].Cl. Product: [Br:19][C:10]1[CH:11]=[C:12]([CH:17]=[CH:18][C:9]=1[NH:8][C:6]([O:5][C:1]([CH3:4])([CH3:3])[CH3:2])=[O:7])[C:13]([OH:15])=[O:14]. The catalyst class is: 5. (4) Reactant: C([O:3][C:4](=[O:33])[CH:5]([C:10]1[CH:11]=[C:12]([C:23]2[CH:28]=[CH:27][C:26]([C:29]([F:32])([F:31])[F:30])=[CH:25][CH:24]=2)[CH:13]=[C:14]([N:16]2[CH2:21][CH2:20][CH2:19][CH2:18][CH:17]2[CH3:22])[CH:15]=1)[CH2:6][CH:7]([CH3:9])[CH3:8])C.[OH-].[Na+]. Product: [CH3:8][CH:7]([CH3:9])[CH2:6][CH:5]([C:10]1[CH:11]=[C:12]([C:23]2[CH:28]=[CH:27][C:26]([C:29]([F:31])([F:32])[F:30])=[CH:25][CH:24]=2)[CH:13]=[C:14]([N:16]2[CH2:21][CH2:20][CH2:19][CH2:18][CH:17]2[CH3:22])[CH:15]=1)[C:4]([OH:33])=[O:3]. The catalyst class is: 5. (5) Reactant: [CH3:1][S:2]([CH2:5][C:6]#[N:7])(=[O:4])=[O:3].[C:8](=O)([O-])[O-].[K+].[K+].[CH2:14]1[O:22][C:21]2[CH:20]=[CH:19][C:18]([N:23]=[C:24]=[S:25])=[CH:17][C:16]=2[O:15]1.CI. Product: [O:22]1[C:21]2[CH:20]=[CH:19][C:18]([NH:23][C:24]([S:25][CH3:8])=[C:5]([S:2]([CH3:1])(=[O:4])=[O:3])[C:6]#[N:7])=[CH:17][C:16]=2[O:15][CH2:14]1. The catalyst class is: 21. (6) Reactant: [C:1]([C:3]1[CH:8]=[CH:7][C:6]([S:9]([NH:12][C:13]2[S:14][CH:15]=[CH:16][N:17]=2)(=[O:11])=[O:10])=[CH:5][CH:4]=1)#[N:2].C(=O)([O-])[O-].[K+].[K+].Cl[CH2:25][O:26][CH3:27]. Product: [C:1]([C:3]1[CH:8]=[CH:7][C:6]([S:9]([N:12]([CH2:25][O:26][CH3:27])[C:13]2[S:14][CH:15]=[CH:16][N:17]=2)(=[O:11])=[O:10])=[CH:5][CH:4]=1)#[N:2]. The catalyst class is: 18. (7) Reactant: C([Li])CCC.Br[C:7]1[CH:12]=[C:11]([O:13][CH3:14])[C:10]([Cl:15])=[C:9]([O:16][CH3:17])[CH:8]=1.C(=O)=O.CO.[B:23](OC(C)C)([O:28]C(C)C)[O:24]C(C)C.Cl. Product: [Cl:15][C:10]1[C:11]([O:13][CH3:14])=[CH:12][C:7]([B:23]([OH:28])[OH:24])=[CH:8][C:9]=1[O:16][CH3:17]. The catalyst class is: 323. (8) Reactant: [OH:1][C:2]1[CH:10]=[CH:9][CH:8]=[C:7]2[C:3]=1[CH2:4][CH2:5][C:6]2=[O:11].C(N(C(C)C)C(C)C)C.[CH3:21][O:22][CH2:23]Cl. Product: [CH3:21][O:22][CH2:23][O:1][C:2]1[CH:10]=[CH:9][CH:8]=[C:7]2[C:3]=1[CH2:4][CH2:5][C:6]2=[O:11]. The catalyst class is: 4. (9) Reactant: [N:1]1([CH2:7][CH2:8][C:9]([O:11]C)=O)[CH2:6][CH2:5][O:4][CH2:3][CH2:2]1.[OH-].[Na+].C(Cl)(=O)C(Cl)=O.[NH2:21][CH2:22][C:23]1[CH:28]=[CH:27][CH:26]=[CH:25][N:24]=1.C(N(CC)CC)C. Product: [N:1]1([CH2:7][CH2:8][C:9]([NH:21][CH2:22][C:23]2[CH:28]=[CH:27][CH:26]=[CH:25][N:24]=2)=[O:11])[CH2:2][CH2:3][O:4][CH2:5][CH2:6]1. The catalyst class is: 138. (10) Reactant: Cl[C:2]1[N:7]=[C:6]([CH3:8])[C:5]([CH:9]=[O:10])=[CH:4][CH:3]=1.[SH:11][C:12]1[CH:17]=[CH:16][C:15]([CH2:18][C:19]([O:21][CH3:22])=[O:20])=[CH:14][CH:13]=1.C([O-])([O-])=O.[K+].[K+]. Product: [CH3:22][O:21][C:19](=[O:20])[CH2:18][C:15]1[CH:16]=[CH:17][C:12]([S:11][C:2]2[CH:3]=[CH:4][C:5]([CH:9]=[O:10])=[C:6]([CH3:8])[N:7]=2)=[CH:13][CH:14]=1. The catalyst class is: 3.